This data is from Full USPTO retrosynthesis dataset with 1.9M reactions from patents (1976-2016). The task is: Predict the reactants needed to synthesize the given product. Given the product [CH3:1][N:2]1[C:10]2[C:5](=[CH:6][CH:7]=[C:8]([OH:13])[CH:9]=2)[CH:4]=[N:3]1, predict the reactants needed to synthesize it. The reactants are: [CH3:1][N:2]1[C:10]2[C:5](=[CH:6][CH:7]=[C:8](N)[CH:9]=2)[CH:4]=[N:3]1.N([O-])=[O:13].[Na+].O.C([O-])(O)=O.[Na+].